This data is from Full USPTO retrosynthesis dataset with 1.9M reactions from patents (1976-2016). The task is: Predict the reactants needed to synthesize the given product. (1) Given the product [NH2:1][C@H:2]([C:5]([NH:7][C@H:8]([C:9]([OH:11])=[O:10])[CH:16]([CH3:17])[CH3:22])=[O:6])[CH2:3][SH:4], predict the reactants needed to synthesize it. The reactants are: [NH2:1][C@H:2]([C:5]([NH:7][CH2:8][C:9]([OH:11])=[O:10])=[O:6])[CH2:3][SH:4].SCCN[CH2:16][C:17](O)=O.Cl.N[C@H:22](C(O)=O)CS.Cl.S1C=CC=CC1.S(S([O-])=O)([O-])(=O)=O.[Na+].[Na+].N[C@H](C(O)=O)CCCNC(=N)N.NCC(O)=O.C[N+](CC([O-])=O)(C)C.[Cl-].[NH4+].C(S)C(O)C(O)CS. (2) Given the product [CH2:1]([N:3]([CH2:4][CH3:5])[CH:8]([C:13]1[C:14](=[O:22])[C:15]([OH:21])=[C:16]([CH2:19][CH3:20])[NH:17][CH:18]=1)[C:9]([F:12])([F:11])[F:10])[CH3:2], predict the reactants needed to synthesize it. The reactants are: [CH2:1]([NH:3][CH2:4][CH3:5])[CH3:2].Cl.Cl[CH:8]([C:13]1[C:14](=[O:22])[C:15]([OH:21])=[C:16]([CH2:19][CH3:20])[NH:17][CH:18]=1)[C:9]([F:12])([F:11])[F:10]. (3) Given the product [Cl:28][C:26]1[CH:25]=[CH:24][CH:23]=[C:22]2[C:27]=1[C:9]([CH2:8][C:7]([N:4]1[CH2:3][CH2:2][O:1][CH2:6][CH2:5]1)=[O:14])=[N:19][C:20]([C@@H:29]([NH:31][C:32]1[N:40]=[CH:39][N:38]=[C:37]3[C:33]=1[N:34]=[CH:35][N:36]3[CH2:41][C:42]1[CH:43]=[CH:44][C:45]([O:48][CH3:49])=[CH:46][CH:47]=1)[CH3:30])=[CH:21]2, predict the reactants needed to synthesize it. The reactants are: [O:1]1[CH2:6][CH2:5][N:4]([C:7](=[O:14])[CH2:8][C:9](OCC)=O)[CH2:3][CH2:2]1.[H-].[Na+].ClC1[C:27]2[C:22](=[CH:23][CH:24]=[CH:25][C:26]=2[Cl:28])[CH:21]=[C:20]([C@@H:29]([NH:31][C:32]2[N:40]=[CH:39][N:38]=[C:37]3[C:33]=2[N:34]=[CH:35][N:36]3[CH2:41][C:42]2[CH:47]=[CH:46][C:45]([O:48][CH3:49])=[CH:44][CH:43]=2)[CH3:30])[N:19]=1.O. (4) Given the product [CH3:1][O:2][C:3]1[CH:11]=[C:10]2[C:6]([CH2:7][CH2:8]/[C:9]/2=[N:21]\[OH:22])=[CH:5][CH:4]=1, predict the reactants needed to synthesize it. The reactants are: [CH3:1][O:2][C:3]1[CH:11]=[C:10]2[C:6]([CH2:7][CH2:8][C:9]2=O)=[CH:5][CH:4]=1.CCN(CC)CC.Cl.[NH2:21][OH:22]. (5) The reactants are: [C:1]([C:3]1([OH:10])[CH2:9][CH2:8][CH2:7][CH2:6][CH2:5][CH2:4]1)#[CH:2].Br[C:12]1[CH:13]=[C:14]([CH2:18][CH2:19][CH2:20][NH:21][C:22](=[O:27])[C:23]([F:26])([F:25])[F:24])[CH:15]=[CH:16][CH:17]=1. Given the product [F:24][C:23]([F:25])([F:26])[C:22]([NH:21][CH2:20][CH2:19][CH2:18][C:14]1[CH:15]=[CH:16][CH:17]=[C:12]([C:2]#[C:1][C:3]2([OH:10])[CH2:9][CH2:8][CH2:7][CH2:6][CH2:5][CH2:4]2)[CH:13]=1)=[O:27], predict the reactants needed to synthesize it. (6) Given the product [OH:56][C@H:25]([CH2:24][O:23][C:22]1[CH:21]=[CH:20][C:19]([OH:18])=[CH:58][CH:57]=1)[CH2:26][NH:27][CH2:28][CH2:29][C:30]1[CH:55]=[CH:54][C:33]([NH:34][CH:35]2[CH2:36][CH2:37][N:38]([C:41]([C:43]3[S:44][C:45]4[CH:53]=[CH:52][CH:51]=[CH:50][C:46]=4[C:47]=3[O:48][CH3:49])=[O:42])[CH2:39][CH2:40]2)=[CH:32][CH:31]=1, predict the reactants needed to synthesize it. The reactants are: [Si]([O:18][C:19]1[CH:58]=[CH:57][C:22]([O:23][CH2:24][C@@H:25]([OH:56])[CH2:26][NH:27][CH2:28][CH2:29][C:30]2[CH:55]=[CH:54][C:33]([NH:34][CH:35]3[CH2:40][CH2:39][N:38]([C:41]([C:43]4[S:44][C:45]5[CH:53]=[CH:52][CH:51]=[CH:50][C:46]=5[C:47]=4[O:48][CH3:49])=[O:42])[CH2:37][CH2:36]3)=[CH:32][CH:31]=2)=[CH:21][CH:20]=1)(C(C)(C)C)(C1C=CC=CC=1)C1C=CC=CC=1. (7) Given the product [N:30]([CH2:25][CH:11]1[CH2:12][CH:13]([C:15]2[CH:20]=[CH:19][C:18]([C:21]([F:24])([F:23])[F:22])=[CH:17][CH:16]=2)[CH2:14][N:9]([C:7]([N:1]2[CH2:6][CH2:5][O:4][CH2:3][CH2:2]2)=[O:8])[CH2:10]1)=[N+:31]=[N-:32], predict the reactants needed to synthesize it. The reactants are: [N:1]1([C:7]([N:9]2[CH2:14][CH:13]([C:15]3[CH:20]=[CH:19][C:18]([C:21]([F:24])([F:23])[F:22])=[CH:17][CH:16]=3)[CH2:12][CH:11]([CH2:25]S([O-])(=O)=O)[CH2:10]2)=[O:8])[CH2:6][CH2:5][O:4][CH2:3][CH2:2]1.[N-:30]=[N+:31]=[N-:32].[Na+].